This data is from Full USPTO retrosynthesis dataset with 1.9M reactions from patents (1976-2016). The task is: Predict the reactants needed to synthesize the given product. Given the product [S:31]1[CH:35]=[CH:34][CH:33]=[C:32]1[C:2]1[N:3]([CH2:7][C:8]2[CH:9]=[C:10]([C:14]3[CH:18]=[C:17]([CH2:19][CH:20]([CH3:22])[CH3:21])[S:16][C:15]=3[S:23]([NH:26][C:27]([CH3:30])([CH3:29])[CH3:28])(=[O:25])=[O:24])[CH:11]=[CH:12][CH:13]=2)[CH:4]=[CH:5][N:6]=1, predict the reactants needed to synthesize it. The reactants are: Br[C:2]1[N:3]([CH2:7][C:8]2[CH:9]=[C:10]([C:14]3[CH:18]=[C:17]([CH2:19][CH:20]([CH3:22])[CH3:21])[S:16][C:15]=3[S:23]([NH:26][C:27]([CH3:30])([CH3:29])[CH3:28])(=[O:25])=[O:24])[CH:11]=[CH:12][CH:13]=2)[CH:4]=[CH:5][N:6]=1.[S:31]1[CH:35]=[CH:34][CH:33]=[C:32]1B(O)O.[OH-].[Na+].